Dataset: Catalyst prediction with 721,799 reactions and 888 catalyst types from USPTO. Task: Predict which catalyst facilitates the given reaction. (1) The catalyst class is: 29. Reactant: C1(C(C2C=CC=CC=2)[N:8]2[CH2:11][CH:10]([N:12]3[CH2:21][CH2:20][N:19]4[C@H:14]([CH2:15][O:16][CH2:17][C:18]4=[O:22])[CH2:13]3)[CH2:9]2)C=CC=CC=1.C(O)=O.C([O-])=O.[NH4+]. Product: [NH:8]1[CH2:11][CH:10]([N:12]2[CH2:21][CH2:20][N:19]3[C@H:14]([CH2:15][O:16][CH2:17][C:18]3=[O:22])[CH2:13]2)[CH2:9]1. (2) Reactant: C(NC(C)C)(C)C.C([Li])CCC.[CH3:13][O:14][C:15](=[O:27])[CH2:16][C:17]1[CH:22]=[CH:21][C:20]([Cl:23])=[C:19]([N+:24]([O-:26])=[O:25])[CH:18]=1.I[CH2:29][CH:30]1[CH2:34][CH2:33][CH2:32][CH2:31]1. Product: [CH3:13][O:14][C:15](=[O:27])[CH:16]([C:17]1[CH:22]=[CH:21][C:20]([Cl:23])=[C:19]([N+:24]([O-:26])=[O:25])[CH:18]=1)[CH2:29][CH:30]1[CH2:34][CH2:33][CH2:32][CH2:31]1. The catalyst class is: 544. (3) Reactant: O[C:2]1([C:11]2[CH:12]=[N:13][CH:14]=[CH:15][CH:16]=2)[CH2:7][CH:6]2[CH2:8][CH2:9][CH:3]1[CH2:4][C:5]2=[O:10].CCN(CC)CC.S(Cl)(C)(=O)=O. Product: [N:13]1[CH:14]=[CH:15][CH:16]=[C:11]([C:2]2[CH:3]3[CH2:9][CH2:8][CH:6]([CH:7]=2)[C:5](=[O:10])[CH2:4]3)[CH:12]=1. The catalyst class is: 64. (4) Reactant: [C:1]1([CH2:14][OH:15])[C:13]2[CH2:12][C:11]3[C:6](=[CH:7][CH:8]=[CH:9][CH:10]=3)[C:5]=2[CH:4]=[CH:3][CH:2]=1.CN(C1C=CC=CN=1)C.[C:25]1(=[O:32])[O:31][C:29](=[O:30])[CH2:28][CH2:27][CH2:26]1. Product: [C:1]1([CH2:14][O:15][C:25](=[O:32])[CH2:26][CH2:27][CH2:28][C:29]([OH:31])=[O:30])[C:13]2[CH2:12][C:11]3[C:6](=[CH:7][CH:8]=[CH:9][CH:10]=3)[C:5]=2[CH:4]=[CH:3][CH:2]=1. The catalyst class is: 17. (5) Reactant: [CH3:1][C@@:2]12[C:21](=[O:22])[CH2:20][CH2:19][C@H:3]1[C@H:4]1[C@H:9]([CH2:10][CH2:11]2)[C@:8]([CH2:13][CH2:14][C:15]([OH:17])=O)([CH3:12])[C:7](=O)[CH2:6][CH2:5]1.C([O-])(=O)C.[NH4+:27]. Product: [CH3:12][C@@:8]12[C@H:9]3[CH2:10][CH2:11][C@@:2]4([CH3:1])[C@H:3]([C@@H:4]3[CH2:5][CH:6]=[C:7]1[NH:27][C:15](=[O:17])[CH2:14][CH2:13]2)[CH2:19][CH2:20][C:21]4=[O:22]. The catalyst class is: 15. (6) Reactant: [CH3:1][C:2]1([CH3:37])[N:6]([CH2:7][C:8]2[CH:13]=[CH:12][N:11]=[C:10]([NH:14][C:15]([NH:17][CH:18]3[CH2:21][CH:20]([CH2:22][OH:23])[CH2:19]3)=[O:16])[CH:9]=2)[C:5](=[O:24])[N:4]([C:25]2[CH:30]=[CH:29][C:28]([S:31][C:32]([F:35])([F:34])[F:33])=[CH:27][CH:26]=2)[C:3]1=[O:36].C(N(CC)CC)C.[CH3:45][S:46](Cl)(=[O:48])=[O:47]. Product: [CH3:45][S:46]([O:23][CH2:22][CH:20]1[CH2:21][CH:18]([NH:17][C:15](=[O:16])[NH:14][C:10]2[CH:9]=[C:8]([CH2:7][N:6]3[C:2]([CH3:37])([CH3:1])[C:3](=[O:36])[N:4]([C:25]4[CH:26]=[CH:27][C:28]([S:31][C:32]([F:35])([F:34])[F:33])=[CH:29][CH:30]=4)[C:5]3=[O:24])[CH:13]=[CH:12][N:11]=2)[CH2:19]1)(=[O:48])=[O:47]. The catalyst class is: 4.